This data is from Reaction yield outcomes from USPTO patents with 853,638 reactions. The task is: Predict the reaction yield, written as a fraction of the theoretical maximum amount of product (1.0 means a 100% yield; for example, 0.34 means a 34% yield). (1) The reactants are Br[C:2]1[CH:7]=[CH:6][CH:5]=[C:4]([O:8][CH2:9][CH2:10][CH2:11][O:12][CH3:13])[CH:3]=1.[CH3:14][C:15]1([CH3:31])[C:19]([CH3:21])([CH3:20])[O:18][B:17]([B:17]2[O:18][C:19]([CH3:21])([CH3:20])[C:15]([CH3:31])([CH3:14])[O:16]2)[O:16]1. The catalyst is O1CCOCC1.CCOC(C)=O.Cl[Pd](Cl)([P](C1C=CC=CC=1)(C1C=CC=CC=1)C1C=CC=CC=1)[P](C1C=CC=CC=1)(C1C=CC=CC=1)C1C=CC=CC=1. The product is [CH3:13][O:12][CH2:11][CH2:10][CH2:9][O:8][C:4]1[CH:3]=[C:2]([B:17]2[O:18][C:19]([CH3:21])([CH3:20])[C:15]([CH3:31])([CH3:14])[O:16]2)[CH:7]=[CH:6][CH:5]=1. The yield is 0.0600. (2) The reactants are [CH3:1][O:2][C:3]([C:5]1[CH:10]=[CH:9][C:8](Br)=[C:7]([O:12][CH2:13][CH2:14][O:15][CH3:16])[N:6]=1)=[O:4].[CH:17]1(B(O)O)[CH2:19][CH2:18]1.P([O-])([O-])([O-])=O.[K+].[K+].[K+]. The catalyst is C1(C)C=CC=CC=1.O.C([O-])(=O)C.[Pd+2].C([O-])(=O)C.C1(P(C2CCCCC2)C2CCCCC2)CCCCC1. The product is [CH3:1][O:2][C:3]([C:5]1[CH:10]=[CH:9][C:8]([CH:17]2[CH2:19][CH2:18]2)=[C:7]([O:12][CH2:13][CH2:14][O:15][CH3:16])[N:6]=1)=[O:4]. The yield is 0.930.